This data is from KCNQ2 potassium channel screen with 302,405 compounds. The task is: Binary Classification. Given a drug SMILES string, predict its activity (active/inactive) in a high-throughput screening assay against a specified biological target. (1) The drug is Brc1cc(C(=O)Nc2c(cccc2)C(OC)=O)cnc1. The result is 0 (inactive). (2) The molecule is Fc1ccc(COC(=O)CN2C(=O)C3(NC2=O)CCCC3)cc1. The result is 0 (inactive). (3) The drug is O=C(NN\C=C1\C(=NC(=O)NC1=O)C)C(N)C. The result is 0 (inactive). (4) The compound is S=C1N(CN(CCCC)CN1)Cc1ccccc1. The result is 0 (inactive). (5) The compound is Brc1cc(CNc2ccc(S(=O)(=O)Nc3sc(nn3)CC)cc2)c(O)cc1. The result is 0 (inactive). (6) The compound is S(=O)(=O)(N(Cc1ccc(C(=O)N\N=C2\C3CC4CC(C3)CC2C4)cc1)C)c1ccc(cc1)C. The result is 0 (inactive).